This data is from Catalyst prediction with 721,799 reactions and 888 catalyst types from USPTO. The task is: Predict which catalyst facilitates the given reaction. Reactant: [Cl:1][C:2]1[CH:3]=[C:4]2[C:8](=[C:9]([N+:11]([O-:13])=[O:12])[CH:10]=1)[NH:7][C:6]([C:14]1[CH:19]=[CH:18][CH:17]=[CH:16][CH:15]=1)=[C:5]2[CH:20]=O.C(O)(=O)C.[O:26]=[C:27]1[CH2:32][NH:31][CH2:30][CH2:29][NH:28]1.C(O[BH-](OC(=O)C)OC(=O)C)(=O)C.[Na+]. Product: [Cl:1][C:2]1[CH:3]=[C:4]2[C:8](=[C:9]([N+:11]([O-:13])=[O:12])[CH:10]=1)[NH:7][C:6]([C:14]1[CH:19]=[CH:18][CH:17]=[CH:16][CH:15]=1)=[C:5]2[CH2:20][N:31]1[CH2:30][CH2:29][NH:28][C:27](=[O:26])[CH2:32]1. The catalyst class is: 701.